The task is: Binary Classification. Given a T-cell receptor sequence (or CDR3 region) and an epitope sequence, predict whether binding occurs between them.. This data is from TCR-epitope binding with 47,182 pairs between 192 epitopes and 23,139 TCRs. (1) The epitope is KTSVDCTMYI. The TCR CDR3 sequence is CASSQEIPYEQYF. Result: 0 (the TCR does not bind to the epitope). (2) The epitope is YFPLQSYGF. The TCR CDR3 sequence is CSVPTGANVLTF. Result: 0 (the TCR does not bind to the epitope). (3) The epitope is TLDSKTQSL. The TCR CDR3 sequence is CASTQGYEQYF. Result: 0 (the TCR does not bind to the epitope).